From a dataset of Forward reaction prediction with 1.9M reactions from USPTO patents (1976-2016). Predict the product of the given reaction. (1) Given the reactants [NH2:1][C@H:2]([C:4]1[CH:5]=[C:6]([OH:10])[CH:7]=[CH:8][CH:9]=1)[CH3:3].[CH3:11][C:12]([O:15][C:16](O[C:16]([O:15][C:12]([CH3:14])([CH3:13])[CH3:11])=[O:17])=[O:17])([CH3:14])[CH3:13].CCN(C(C)C)C(C)C, predict the reaction product. The product is: [OH:10][C:6]1[CH:5]=[C:4]([C@@H:2]([NH:1][C:16](=[O:17])[O:15][C:12]([CH3:14])([CH3:13])[CH3:11])[CH3:3])[CH:9]=[CH:8][CH:7]=1. (2) The product is: [C:1]([C:3]1[CH:4]=[C:5]([C:13]2[O:17][N:16]=[C:15]([C:18]3[CH:23]=[CH:22][C:21]([O:24][CH2:25][C:26]([OH:28])=[O:27])=[CH:20][C:19]=3[F:31])[N:14]=2)[CH:6]=[CH:7][C:8]=1[O:9][CH:10]([CH3:12])[CH3:11])#[N:2]. Given the reactants [C:1]([C:3]1[CH:4]=[C:5]([C:13]2[O:17][N:16]=[C:15]([C:18]3[CH:23]=[CH:22][C:21]([O:24][CH2:25][C:26]([O:28]CC)=[O:27])=[CH:20][C:19]=3[F:31])[N:14]=2)[CH:6]=[CH:7][C:8]=1[O:9][CH:10]([CH3:12])[CH3:11])#[N:2].[OH-].[Na+], predict the reaction product.